From a dataset of Catalyst prediction with 721,799 reactions and 888 catalyst types from USPTO. Predict which catalyst facilitates the given reaction. Reactant: C([O:3][C:4](=[O:23])[C:5]([OH:22])([C:18]([F:21])([F:20])[F:19])[CH2:6][C:7]([C:10]1[CH:15]=[CH:14][C:13]([O:16][CH3:17])=[CH:12][CH:11]=1)([CH3:9])[CH3:8])C.[Br:24]N1C(=O)CCC1=O. Product: [Br:24][C:12]1[CH:11]=[C:10]([C:7]([CH3:9])([CH3:8])[CH2:6][C:5]([OH:22])([C:18]([F:21])([F:20])[F:19])[C:4]([OH:3])=[O:23])[CH:15]=[CH:14][C:13]=1[O:16][CH3:17]. The catalyst class is: 9.